From a dataset of Catalyst prediction with 721,799 reactions and 888 catalyst types from USPTO. Predict which catalyst facilitates the given reaction. (1) Reactant: [H-].[Na+].[CH3:3][C:4]1[CH:8]=[C:7]([CH3:9])[NH:6][N:5]=1.Cl[C:11]1[N:16]=[CH:15][CH:14]=[CH:13][N:12]=1.O. Product: [N:12]1[CH:13]=[CH:14][CH:15]=[N:16][C:11]=1[N:5]1[C:4]([CH3:3])=[CH:8][C:7]([CH3:9])=[N:6]1. The catalyst class is: 1. (2) Reactant: [CH2:1]([O:8][C:9]1[C:10](C)=[C:11]([CH:15]=[CH:16][CH:17]=1)[C:12]([OH:14])=O)[C:2]1[CH:7]=[CH:6][CH:5]=[CH:4][CH:3]=1.B.[CH2:20]1COCC1.CO. Product: [CH2:1]([O:8][C:9]1[CH:17]=[CH:16][C:15]([CH3:20])=[C:11]([CH2:12][OH:14])[CH:10]=1)[C:2]1[CH:3]=[CH:4][CH:5]=[CH:6][CH:7]=1. The catalyst class is: 1. (3) Product: [C:1]([O:4][C:5]1[CH:10]=[CH:9][C:8]([NH:11][C:12](=[O:14])[CH3:13])=[C:7]([O:15][CH2:29][C@@H:30]2[CH2:32][O:31]2)[CH:6]=1)(=[O:3])[CH3:2]. Reactant: [C:1]([O:4][C:5]1[CH:10]=[CH:9][C:8]([NH:11][C:12](=[O:14])[CH3:13])=[C:7]([OH:15])[CH:6]=1)(=[O:3])[CH3:2].[N+](C1C=C(S(O[CH2:29][C@@H:30]2[CH2:32][O:31]2)(=O)=O)C=CC=1)([O-])=O.C(=O)([O-])[O-].[Cs+].[Cs+]. The catalyst class is: 60. (4) Reactant: [Br:1][C:2]1[CH:3]=[CH:4][C:5]([NH2:8])=[N:6][CH:7]=1.[Cl:9][C:10]1[CH:17]=[CH:16][C:13]([CH:14]=O)=[CH:12][CH:11]=1.C([SiH](CC)CC)C.FC(F)(F)C(O)=O. Product: [Br:1][C:2]1[CH:3]=[CH:4][C:5]([NH:8][CH2:14][C:13]2[CH:16]=[CH:17][C:10]([Cl:9])=[CH:11][CH:12]=2)=[N:6][CH:7]=1. The catalyst class is: 10. (5) Reactant: [CH:1]([N:4]1[C:8]([C:9]2[N:10]=[C:11]3[C:17]4[CH:18]=[CH:19][C:20]([C:22]5[CH:23]=[N:24][N:25]([C:27]([CH3:34])([CH3:33])[C:28]([O:30]CC)=[O:29])[CH:26]=5)=[CH:21][C:16]=4[O:15][CH2:14][CH2:13][N:12]3[CH:35]=2)=[N:7][C:6]([CH3:36])=[N:5]1)([CH3:3])[CH3:2].[OH-].[Li+]. Product: [CH:1]([N:4]1[C:8]([C:9]2[N:10]=[C:11]3[C:17]4[CH:18]=[CH:19][C:20]([C:22]5[CH:23]=[N:24][N:25]([C:27]([CH3:34])([CH3:33])[C:28]([OH:30])=[O:29])[CH:26]=5)=[CH:21][C:16]=4[O:15][CH2:14][CH2:13][N:12]3[CH:35]=2)=[N:7][C:6]([CH3:36])=[N:5]1)([CH3:3])[CH3:2]. The catalyst class is: 72. (6) Reactant: [H-].[Al+3].[Li+].[H-].[H-].[H-].[N:7]1[CH:12]=[CH:11][C:10]([C:13]2[O:14][C:15]3[C:21]([C:22](O)=[O:23])=[CH:20][CH:19]=[CH:18][C:16]=3[N:17]=2)=[CH:9][CH:8]=1.[OH-].[Na+]. Product: [N:7]1[CH:12]=[CH:11][C:10]([C:13]2[O:14][C:15]3[C:21]([CH2:22][OH:23])=[CH:20][CH:19]=[CH:18][C:16]=3[N:17]=2)=[CH:9][CH:8]=1. The catalyst class is: 7. (7) Reactant: [C:1]1([C:7]#[C:8][C:9]2[NH:10][C:11]3[CH:12]=[CH:13][CH:14]=[C:15]4[C:21](=[O:22])[NH:20][CH2:19][CH2:18][C:17]=2[C:16]=34)[CH:6]=[CH:5][CH:4]=[CH:3][CH:2]=1. Product: [CH2:8]([C:9]1[NH:10][C:11]2[CH:12]=[CH:13][CH:14]=[C:15]3[C:21](=[O:22])[NH:20][CH2:19][CH2:18][C:17]=1[C:16]=23)[CH2:7][C:1]1[CH:2]=[CH:3][CH:4]=[CH:5][CH:6]=1. The catalyst class is: 663. (8) Reactant: CC([N:5]([C@@H:9]([CH3:33])[C:10]([NH:12][C@@H:13]([C@@H:29]([CH3:32])[CH2:30][CH3:31])/[CH:14]=[CH:15]/[C:16]([N:18]1[C@H:26]2[CH2:27][CH2:28][C@@H:19]1[C:20]1[C:25]2=[CH:24][CH:23]=[CH:22][CH:21]=1)=[O:17])=[O:11])C(=O)[O-])(C)C.[C:34]([OH:40])([C:36]([F:39])([F:38])[F:37])=[O:35]. Product: [F:37][C:36]([F:39])([F:38])[C:34]([OH:40])=[O:35].[C@@H:19]12[N:18]([C:16](=[O:17])/[CH:15]=[CH:14]/[C@@H:13]([NH:12][C:10](=[O:11])[C@H:9]([CH3:33])[NH2:5])[C@@H:29]([CH3:32])[CH2:30][CH3:31])[C@@H:26]([CH2:27][CH2:28]1)[C:25]1[C:20]2=[CH:21][CH:22]=[CH:23][CH:24]=1. The catalyst class is: 2. (9) Reactant: C([Li])CCC.C(NC(C)C)(C)C.[Cl:13][C:14]1[N:19]=[C:18]([C:20]2[CH:32]=[C:31]([O:33][CH3:34])[CH:30]=[CH:29][C:21]=2[C:22](N(CC)CC)=[O:23])[C:17]([CH3:35])=[CH:16][CH:15]=1.C[Si]([N-][Si](C)(C)C)(C)C.[K+]. Product: [Cl:13][C:14]1[CH:15]=[CH:16][C:17]2[C:18](=[C:20]3[CH:32]=[C:31]([O:33][CH3:34])[CH:30]=[CH:29][C:21]3=[C:22]([OH:23])[CH:35]=2)[N:19]=1. The catalyst class is: 1.